From a dataset of Full USPTO retrosynthesis dataset with 1.9M reactions from patents (1976-2016). Predict the reactants needed to synthesize the given product. (1) Given the product [CH2:13]([C:15]1([CH2:17][CH3:18])[CH2:16][N:11]1[S:8]([C:5]1[CH:4]=[CH:3][C:2]([CH3:1])=[CH:7][CH:6]=1)(=[O:10])=[O:9])[CH3:14], predict the reactants needed to synthesize it. The reactants are: [CH3:1][C:2]1[CH:3]=[CH:4][C:5]([S:8]([NH:11]Cl)(=[O:10])=[O:9])=[CH:6][CH:7]=1.[CH2:13]([C:15]([CH2:17][CH3:18])=[CH2:16])[CH3:14].[Br-].[Br-].[Br-].C1([N+](C)(C)C)C=CC=CC=1.C1([N+](C)(C)C)C=CC=CC=1.C1([N+](C)(C)C)C=CC=CC=1. (2) Given the product [NH2:8][C:7]1[N:25]=[CH:23][N:1]=[C:2]2[NH:3][N:4]=[C:5]([C:9]3[CH:14]=[CH:13][C:12]([O:15][C:16]4[CH:17]=[CH:18][CH:19]=[CH:20][CH:21]=4)=[CH:11][CH:10]=3)[C:6]=12, predict the reactants needed to synthesize it. The reactants are: [NH2:1][C:2]1[C:6]([C:7]#[N:8])=[C:5]([C:9]2[CH:14]=[CH:13][C:12]([O:15][C:16]3[CH:21]=[CH:20][CH:19]=[CH:18][CH:17]=3)=[CH:11][CH:10]=2)[NH:4][N:3]=1.O.[CH:23]([NH2:25])=O. (3) Given the product [CH3:31][CH:29]([CH:23]1[N:22]([CH2:21][C@H:9]2[CH2:10][NH:11][CH2:12][CH2:13][NH:8]2)[CH2:27][CH2:26][NH:25][C:24]1=[O:28])[CH3:30], predict the reactants needed to synthesize it. The reactants are: C([N:8]1[CH2:13][CH2:12][N:11](CC2C=CC=CC=2)[CH2:10][C@@H:9]1[CH2:21][N:22]1[CH2:27][CH2:26][NH:25][C:24](=[O:28])[CH:23]1[CH:29]([CH3:31])[CH3:30])C1C=CC=CC=1. (4) Given the product [Cl:25][CH2:10][C:9]1[C:4]([CH2:3][O:2][CH3:1])=[N:5][C:6]([C:13]2[CH:18]=[CH:17][CH:16]=[C:15]([C:19]([F:22])([F:21])[F:20])[CH:14]=2)=[N:7][C:8]=1[CH3:12], predict the reactants needed to synthesize it. The reactants are: [CH3:1][O:2][CH2:3][C:4]1[C:9]([CH2:10]O)=[C:8]([CH3:12])[N:7]=[C:6]([C:13]2[CH:18]=[CH:17][CH:16]=[C:15]([C:19]([F:22])([F:21])[F:20])[CH:14]=2)[N:5]=1.S(Cl)([Cl:25])=O. (5) Given the product [OH:28][C:27]1[C:26]([CH3:29])=[CH:25][C:22]([CH2:23][NH:1][C:2]2[NH:6][N:5]=[C:4]([NH:7][C:8]3[CH:13]=[CH:12][CH:11]=[C:10]([O:14][CH3:15])[CH:9]=3)[C:3]=2[C:16]([NH2:18])=[O:17])=[CH:21][C:20]=1[CH3:19], predict the reactants needed to synthesize it. The reactants are: [NH2:1][C:2]1[NH:6][N:5]=[C:4]([NH:7][C:8]2[CH:13]=[CH:12][CH:11]=[C:10]([O:14][CH3:15])[CH:9]=2)[C:3]=1[C:16]([NH2:18])=[O:17].[CH3:19][C:20]1[CH:21]=[C:22]([CH:25]=[C:26]([CH3:29])[C:27]=1[OH:28])[CH:23]=O.CN(C=O)C.[BH4-].[Na+]. (6) Given the product [CH:1]1([C:7]2[NH:11][C:10](=[O:12])[C:9]3([CH2:17][CH2:16][N:15]([S:18](/[CH:21]=[CH:22]/[C:24]4[C:29]([CH3:30])=[CH:28][C:27]([NH:31][C:32](=[O:34])[CH3:33])=[CH:26][C:25]=4[CH3:35])(=[O:20])=[O:19])[CH2:14][CH2:13]3)[N:8]=2)[CH2:2][CH2:3][CH2:4][CH2:5][CH2:6]1, predict the reactants needed to synthesize it. The reactants are: [CH:1]1([C:7]2[NH:11][C:10](=[O:12])[C:9]3([CH2:17][CH2:16][N:15]([S:18]([CH:21]=[CH2:22])(=[O:20])=[O:19])[CH2:14][CH2:13]3)[N:8]=2)[CH2:6][CH2:5][CH2:4][CH2:3][CH2:2]1.Br[C:24]1[C:29]([CH3:30])=[CH:28][C:27]([NH:31][C:32](=[O:34])[CH3:33])=[CH:26][C:25]=1[CH3:35].C1(C)C=CC=CC=1P(C1C=CC=CC=1C)C1C=CC=CC=1C.C(N(CC)CC)C.N#N. (7) Given the product [CH2:24]([O:23][C:21]([C:20]1[NH:17][C:12]2[CH:11]=[C:10]([C:7]3[CH:6]=[CH:5][C:4]([N+:1]([O-:3])=[O:2])=[CH:9][CH:8]=3)[O:16][C:13]=2[CH:14]=1)=[O:22])[CH3:25], predict the reactants needed to synthesize it. The reactants are: [N+:1]([C:4]1[CH:9]=[CH:8][C:7]([C:10]2[O:16][C:13]([CH:14]=O)=[CH:12][CH:11]=2)=[CH:6][CH:5]=1)([O-:3])=[O:2].[N:17]([CH2:20][C:21]([O:23][CH2:24][CH3:25])=[O:22])=[N+]=[N-]. (8) Given the product [CH3:23][C:24]([CH3:28])([CH3:27])[C:25]#[C:26][C:2]1[CH:7]=[CH:6][C:5]([CH2:8][CH2:9][S:10]([NH:13][C:14]2[CH:18]=[CH:17][S:16][C:15]=2[S:19]([NH2:22])(=[O:21])=[O:20])(=[O:12])=[O:11])=[CH:4][CH:3]=1, predict the reactants needed to synthesize it. The reactants are: Br[C:2]1[CH:7]=[CH:6][C:5]([CH2:8][CH2:9][S:10]([NH:13][C:14]2[CH:18]=[CH:17][S:16][C:15]=2[S:19]([NH2:22])(=[O:21])=[O:20])(=[O:12])=[O:11])=[CH:4][CH:3]=1.[CH3:23][C:24]([CH3:28])([CH3:27])[C:25]#[CH:26].